Dataset: HIV replication inhibition screening data with 41,000+ compounds from the AIDS Antiviral Screen. Task: Binary Classification. Given a drug SMILES string, predict its activity (active/inactive) in a high-throughput screening assay against a specified biological target. (1) The molecule is COC(c1ccc(O)cc1)C1NC(=O)C(CCC(N)=O)N(C)C(=O)C(CC(C)C)NC(=O)C(CCCNC(=N)N)NC(=O)C(C(C)O)NC(=O)C(NC(=O)C(NC(=O)C(O)C(O)C(CCCNC(=N)N)NC(=O)C(C)NC(=O)C(C)C(O)C(C)CC(C)C)C(C)C(C)C(N)=O)C(C)OC(=O)C(C)N(C)C1=O. The result is 1 (active). (2) The compound is CCc1cccc(C)c1NC(=O)CCc1nc(=S)[nH][nH]1. The result is 0 (inactive). (3) The molecule is CC(C)(C)COC(=O)C(C)(C)NC(=O)C(CC(=O)OCc1ccccc1)NC(=O)OCc1ccccc1. The result is 0 (inactive). (4) The molecule is CC(=Cc1ccccc1)C=C1SC(=S)N(C=C2C(=O)NC(=O)NC2=O)C1=O. The result is 0 (inactive). (5) The compound is [O+]#C[Mo]12(C#[O+])(C#[O+])[PH](c3ccccc3)(CC[AsH]1(c1ccccc1)c1ccccc1)CC[AsH]2(c1ccccc1)c1ccccc1. The result is 0 (inactive). (6) The molecule is CN1CCN(c2cc3nsnc3c3nsnc23)CC1. The result is 0 (inactive). (7) The compound is C[N+](C)(C)Cc1c(CC#N)[nH]c2ccccc12.[I-]. The result is 0 (inactive). (8) The compound is CS(=O)(=O)OC1C(O)c2ccccc2C1N=[N+]=[N-]. The result is 0 (inactive). (9) The compound is COc1cccc(C2c3cc4c(cc3OC3COC(=O)C32)OCO4)c1OC. The result is 0 (inactive).